Dataset: Reaction yield outcomes from USPTO patents with 853,638 reactions. Task: Predict the reaction yield, written as a fraction of the theoretical maximum amount of product (1.0 means a 100% yield; for example, 0.34 means a 34% yield). The reactants are [NH:1]([C:11]([O:13][CH2:14][CH:15]1[C:27]2[C:22](=[CH:23][CH:24]=[CH:25][CH:26]=2)[C:21]2[C:16]1=[CH:17][CH:18]=[CH:19][CH:20]=2)=[O:12])[C@H:2]([C:8]([OH:10])=[O:9])[CH2:3][CH2:4][CH2:5][CH2:6][NH2:7].Cl.[N:29]1[CH:34]=[CH:33][CH:32]=[CH:31][C:30]=1[CH:35]=O.[BH-](OC(C)=O)(OC(C)=O)OC(C)=O.[Na+].[C:51]([O:55][C:56]([CH3:59])([CH3:58])[CH3:57])(=[O:54])[CH:52]=O. The catalyst is ClCCCl.O. The product is [CH:17]1[C:16]2[CH:15]([CH2:14][O:13][C:11](=[O:12])[NH:1][C@H:2]([C:8]([OH:10])=[O:9])[CH2:3][CH2:4][CH2:5][CH2:6][N:7]([CH2:35][C:30]3[CH:31]=[CH:32][CH:33]=[CH:34][N:29]=3)[CH2:52][C:51](=[O:54])[O:55][C:56]([CH3:59])([CH3:58])[CH3:57])[C:27]3[C:22](=[CH:23][CH:24]=[CH:25][CH:26]=3)[C:21]=2[CH:20]=[CH:19][CH:18]=1. The yield is 0.280.